Dataset: Reaction yield outcomes from USPTO patents with 853,638 reactions. Task: Predict the reaction yield, written as a fraction of the theoretical maximum amount of product (1.0 means a 100% yield; for example, 0.34 means a 34% yield). (1) The reactants are [C:1]1([S:7][CH2:8][CH2:9][OH:10])[CH:6]=[CH:5][CH:4]=[CH:3][CH:2]=1.[C:11](OC)(=[O:15])[C:12]([CH3:14])=[CH2:13].CC1C=C(C)C=C(C(C)(C)C)C=1O. The catalyst is C1CCCCC1. The product is [C:11]([O:10][CH2:9][CH2:8][S:7][C:1]1[CH:6]=[CH:5][CH:4]=[CH:3][CH:2]=1)(=[O:15])[C:12]([CH3:14])=[CH2:13]. The yield is 0.900. (2) The reactants are C(OC([N:8]1[CH2:13][CH2:12][N:11]([CH2:14][CH2:15][O:16][C:17]2[CH:25]=[C:24]3[C:20]([CH:21]=[CH:22][N:23]3[CH:26]([CH3:28])[CH3:27])=[C:19]([C:29](=[O:43])[NH:30][CH2:31][C:32]3[C:33](=[O:42])[NH:34][C:35]([CH3:41])=[CH:36][C:37]=3[CH2:38][CH2:39][CH3:40])[CH:18]=2)[CH2:10][CH2:9]1)=O)(C)(C)C.C(O)(C(F)(F)F)=O. The catalyst is ClCCl. The product is [CH3:41][C:35]1[NH:34][C:33](=[O:42])[C:32]([CH2:31][NH:30][C:29]([C:19]2[C:20]3[CH:21]=[CH:22][N:23]([CH:26]([CH3:27])[CH3:28])[C:24]=3[CH:25]=[C:17]([O:16][CH2:15][CH2:14][N:11]3[CH2:12][CH2:13][NH:8][CH2:9][CH2:10]3)[CH:18]=2)=[O:43])=[C:37]([CH2:38][CH2:39][CH3:40])[CH:36]=1. The yield is 0.200.